From a dataset of Reaction yield outcomes from USPTO patents with 853,638 reactions. Predict the reaction yield, written as a fraction of the theoretical maximum amount of product (1.0 means a 100% yield; for example, 0.34 means a 34% yield). (1) The reactants are [Br:1][C:2]1[CH:7]=[C:6]([C:8]([F:11])([F:10])[F:9])[CH:5]=[CH:4][C:3]=1[OH:12].[CH3:13][O:14][C:15](=[O:35])[CH2:16][CH2:17][C:18]1[CH:23]=[CH:22][C:21]([O:24][CH2:25][CH2:26][C@@H:27](OS(C)(=O)=O)[CH3:28])=[CH:20][C:19]=1[CH3:34].C([O-])([O-])=O.[Cs+].[Cs+].Cl. The catalyst is CN(C=O)C.O. The product is [CH3:13][O:14][C:15](=[O:35])[CH2:16][CH2:17][C:18]1[CH:23]=[CH:22][C:21]([O:24][CH2:25][CH2:26][C@H:27]([O:12][C:3]2[CH:4]=[CH:5][C:6]([C:8]([F:10])([F:11])[F:9])=[CH:7][C:2]=2[Br:1])[CH3:28])=[CH:20][C:19]=1[CH3:34]. The yield is 0.740. (2) The catalyst is C1COCC1. The product is [C:1]1([C:19]2[CH:24]=[CH:23][CH:22]=[CH:21][CH:20]=2)[CH:6]=[CH:5][C:4]([C:7]2[NH:11][C:10]3[CH:12]=[CH:13][CH:14]=[C:15]([C:16]([NH2:26])=[O:17])[C:9]=3[N:8]=2)=[CH:3][CH:2]=1. The yield is 0.700. The reactants are [C:1]1([C:19]2[CH:24]=[CH:23][CH:22]=[CH:21][CH:20]=2)[CH:6]=[CH:5][C:4]([C:7]2[NH:11][C:10]3[CH:12]=[CH:13][CH:14]=[C:15]([C:16](O)=[O:17])[C:9]=3[N:8]=2)=[CH:3][CH:2]=1.C[N:26]1CCOCC1.ClC(OCC(C)C)=O. (3) The product is [CH3:15][S:16][CH:17]([C:18]1[CH:4]=[CH:5][C:6]([C:7]([F:12])([F:13])[C:8]([F:9])([F:10])[F:11])=[N:20][CH:19]=1)[CH3:25]. The catalyst is C(OCC)C. The yield is 0.120. The reactants are C(O/[CH:4]=[CH:5]/[C:6](=O)[C:7]([F:13])([F:12])[C:8]([F:11])([F:10])[F:9])C.[CH3:15][S:16][CH:17]([CH3:25])/[CH:18]=[CH:19]/[N:20]1CCCC1.C([O-])(=O)C.[NH4+].O. (4) The reactants are [Br:1][C:2]1[CH:7]=[CH:6][C:5]([CH2:8][CH2:9][OH:10])=[C:4](C)[CH:3]=1.BrC1C=CC(C=C)=C([Cl:21])C=1.B1C2CCCC1CCC2. No catalyst specified. The product is [Br:1][C:2]1[CH:7]=[CH:6][C:5]([CH2:8][CH2:9][OH:10])=[C:4]([Cl:21])[CH:3]=1. The yield is 0.540. (5) The reactants are C(=O)([O-])[O-].[Na+].[Na+].[NH2:7][CH2:8][C@H:9]([C@@H:11]1[CH:15]=[CH:14][CH2:13][O:12]1)[OH:10].[CH2:16]([O:23][C:24](Cl)=[O:25])[C:17]1[CH:22]=[CH:21][CH:20]=[CH:19][CH:18]=1.ClCCl. The catalyst is O.O1CCCC1. The product is [O:12]1[CH2:13][CH:14]=[CH:15][C@H:11]1[C@H:9]([OH:10])[CH2:8][NH:7][C:24](=[O:25])[O:23][CH2:16][C:17]1[CH:22]=[CH:21][CH:20]=[CH:19][CH:18]=1. The yield is 0.800. (6) The reactants are [CH3:1][O:2][C:3]1[C:24]([O:25][CH3:26])=[CH:23][C:6]2[S:7][C:8]([C:10]([NH:12][C:13]3[CH:22]=[CH:21][CH:20]=[CH:19][C:14]=3[C:15]([O:17]C)=[O:16])=[O:11])=[CH:9][C:5]=2[CH:4]=1.[OH-].[Na+]. The catalyst is CO.C1COCC1. The product is [CH3:1][O:2][C:3]1[C:24]([O:25][CH3:26])=[CH:23][C:6]2[S:7][C:8]([C:10]([NH:12][C:13]3[CH:22]=[CH:21][CH:20]=[CH:19][C:14]=3[C:15]([OH:17])=[O:16])=[O:11])=[CH:9][C:5]=2[CH:4]=1. The yield is 0.880. (7) The reactants are Br[C:2]1[CH:29]=[CH:28][C:5]2[NH:6][C:7]([C@@H:9]3[CH2:21][N:19]4[C:20]5[CH:12]([C@@H:13]([NH:22][C:23](=[O:26])[O:24][CH3:25])[CH2:14][CH2:15][C:16]=5[CH:17]=[CH:18]4)[C:11](=[O:27])[CH2:10]3)=[N:8][C:4]=2[CH:3]=1.[CH3:30][CH:31]([CH3:71])[C@H:32]([NH:66][C:67](=[O:70])[O:68][CH3:69])[C:33](=[O:65])[N:34]1[CH2:38][CH2:37][CH2:36][C@H:35]1[C:39]1[NH:40][C:41]([C:44]2[CH:49]=[CH:48][C:47]([C:50]3[CH:55]=[CH:54][C:53](B4OC(C)(C)C(C)(C)O4)=[CH:52][CH:51]=3)=[CH:46][CH:45]=2)=[CH:42][N:43]=1.C(=O)(O)[O-].[Na+].C1(C)C=CC=CC=1. The catalyst is O.C(O)C. The product is [CH3:25][O:24][C:23](=[O:26])[NH:22][C@@H:13]1[CH:12]2[C:11](=[O:27])[CH2:10][C@H:9]([C:7]3[NH:8][C:4]4[CH:3]=[C:2]([C:53]5[CH:52]=[CH:51][C:50]([C:47]6[CH:46]=[CH:45][C:44]([C:41]7[NH:40][C:39]([C@@H:35]8[CH2:36][CH2:37][CH2:38][N:34]8[C:33](=[O:65])[C@@H:32]([NH:66][C:67]([O:68][CH3:69])=[O:70])[CH:31]([CH3:71])[CH3:30])=[N:43][CH:42]=7)=[CH:49][CH:48]=6)=[CH:55][CH:54]=5)[CH:29]=[CH:28][C:5]=4[N:6]=3)[CH2:21][N:19]3[C:20]2=[C:16]([CH:17]=[CH:18]3)[CH2:15][CH2:14]1. The yield is 0.130. (8) The reactants are [F:1][C:2]([F:36])([F:35])[S:3]([O:6][C:7]1[CH:12]=[CH:11][C:10]([C:13]2[N:14]=[N:15][C:16]([NH:19][CH:20]3[CH2:25][C:24]([CH3:27])([CH3:26])[NH:23][C:22]([CH3:29])([CH3:28])[CH2:21]3)=[CH:17][CH:18]=2)=[C:9]([O:30][C:31]([F:34])([F:33])[F:32])[CH:8]=1)(=[O:5])=[O:4].C(O)(=[O:39])C.C(O)(=O)C.IC1C=CC=CC=1. The catalyst is CC(O)=O.CC(OC(C)=O)=O.CC([O-])=O.CC([O-])=O.[Pd+2]. The product is [F:36][C:2]([F:35])([F:1])[S:3]([O:6][C:7]1[CH:8]=[C:9]([O:30][C:31]([F:32])([F:33])[F:34])[C:10]([C:13]2[N:14]=[N:15][C:16]([NH:19][CH:20]3[CH2:21][C:22]([CH3:29])([CH3:28])[NH:23][C:24]([CH3:26])([CH3:27])[CH2:25]3)=[CH:17][CH:18]=2)=[C:11]([OH:39])[CH:12]=1)(=[O:4])=[O:5]. The yield is 0.361. (9) The catalyst is C1COCC1.CC(OC)(C)C. The product is [Br:31][CH2:13][C:12]([C:10]1[CH:9]=[CH:8][C:6]2[O:7][C:2]([CH3:15])([CH3:1])[O:3][CH2:4][C:5]=2[CH:11]=1)=[O:14]. The yield is 0.550. The reactants are [CH3:1][C:2]1([CH3:15])[O:7][C:6]2[CH:8]=[CH:9][C:10]([C:12](=[O:14])[CH3:13])=[CH:11][C:5]=2[CH2:4][O:3]1.C[Si]([N-][Si](C)(C)C)(C)C.[Na+].C[Si](Cl)(C)C.[Br:31]Br. (10) The reactants are [CH3:1][N:2]1[CH:10]=[C:9]2[C:4]([CH:5]=[C:6]([NH:11][C:12]([C:14]3[CH:19]=[CH:18][CH:17]=[CH:16][C:15]=3[NH:20][CH2:21][C:22]3[CH:27]=[CH:26][N:25]=[C:24]([NH:28][C:29]([N:31]4[CH2:36][CH2:35][C:34](=[O:37])[CH2:33][CH2:32]4)=[O:30])[CH:23]=3)=[O:13])[CH:7]=[CH:8]2)=[N:3]1.[F:38][C:39]([Si](C)(C)C)([F:41])[F:40].[F-].C([N+](CCCC)(CCCC)CCCC)CCC. The catalyst is C1COCC1. The product is [CH3:1][N:2]1[CH:10]=[C:9]2[C:4]([CH:5]=[C:6]([NH:11][C:12]([C:14]3[CH:19]=[CH:18][CH:17]=[CH:16][C:15]=3[NH:20][CH2:21][C:22]3[CH:27]=[CH:26][N:25]=[C:24]([NH:28][C:29]([N:31]4[CH2:32][CH2:33][C:34]([OH:37])([C:39]([F:41])([F:40])[F:38])[CH2:35][CH2:36]4)=[O:30])[CH:23]=3)=[O:13])[CH:7]=[CH:8]2)=[N:3]1. The yield is 0.0900.